Dataset: NCI-60 drug combinations with 297,098 pairs across 59 cell lines. Task: Regression. Given two drug SMILES strings and cell line genomic features, predict the synergy score measuring deviation from expected non-interaction effect. (1) Drug 1: CC1CCC2CC(C(=CC=CC=CC(CC(C(=O)C(C(C(=CC(C(=O)CC(OC(=O)C3CCCCN3C(=O)C(=O)C1(O2)O)C(C)CC4CCC(C(C4)OC)OCCO)C)C)O)OC)C)C)C)OC. Drug 2: CCN(CC)CCCC(C)NC1=C2C=C(C=CC2=NC3=C1C=CC(=C3)Cl)OC. Cell line: T-47D. Synergy scores: CSS=32.7, Synergy_ZIP=-4.84, Synergy_Bliss=-4.33, Synergy_Loewe=-12.2, Synergy_HSA=0.00543. (2) Drug 1: CCCS(=O)(=O)NC1=C(C(=C(C=C1)F)C(=O)C2=CNC3=C2C=C(C=N3)C4=CC=C(C=C4)Cl)F. Drug 2: C1CNP(=O)(OC1)N(CCCl)CCCl. Cell line: SK-MEL-28. Synergy scores: CSS=26.2, Synergy_ZIP=-2.54, Synergy_Bliss=-4.45, Synergy_Loewe=-43.4, Synergy_HSA=-5.50. (3) Drug 1: C1=CC(=CC=C1C#N)C(C2=CC=C(C=C2)C#N)N3C=NC=N3. Drug 2: C1=CN(C=N1)CC(O)(P(=O)(O)O)P(=O)(O)O. Cell line: SK-MEL-2. Synergy scores: CSS=-5.59, Synergy_ZIP=-1.51, Synergy_Bliss=-6.22, Synergy_Loewe=-14.1, Synergy_HSA=-10.2. (4) Drug 1: CC1=C(C(=O)C2=C(C1=O)N3CC4C(C3(C2COC(=O)N)OC)N4)N. Drug 2: CC1CCCC2(C(O2)CC(NC(=O)CC(C(C(=O)C(C1O)C)(C)C)O)C(=CC3=CSC(=N3)C)C)C. Cell line: LOX IMVI. Synergy scores: CSS=52.9, Synergy_ZIP=-6.00, Synergy_Bliss=-9.32, Synergy_Loewe=-8.42, Synergy_HSA=-3.64. (5) Drug 1: CC1=C(C=C(C=C1)NC(=O)C2=CC=C(C=C2)CN3CCN(CC3)C)NC4=NC=CC(=N4)C5=CN=CC=C5. Drug 2: CC1=C2C(C(=O)C3(C(CC4C(C3C(C(C2(C)C)(CC1OC(=O)C(C(C5=CC=CC=C5)NC(=O)OC(C)(C)C)O)O)OC(=O)C6=CC=CC=C6)(CO4)OC(=O)C)O)C)O. Cell line: K-562. Synergy scores: CSS=63.2, Synergy_ZIP=14.8, Synergy_Bliss=19.2, Synergy_Loewe=7.43, Synergy_HSA=9.33. (6) Drug 2: CCCCCOC(=O)NC1=NC(=O)N(C=C1F)C2C(C(C(O2)C)O)O. Drug 1: CC12CCC(CC1=CCC3C2CCC4(C3CC=C4C5=CN=CC=C5)C)O. Cell line: BT-549. Synergy scores: CSS=-1.59, Synergy_ZIP=0.841, Synergy_Bliss=0.203, Synergy_Loewe=-3.07, Synergy_HSA=-1.61. (7) Drug 1: CCC1(CC2CC(C3=C(CCN(C2)C1)C4=CC=CC=C4N3)(C5=C(C=C6C(=C5)C78CCN9C7C(C=CC9)(C(C(C8N6C=O)(C(=O)OC)O)OC(=O)C)CC)OC)C(=O)OC)O.OS(=O)(=O)O. Drug 2: CC1=C(C(CCC1)(C)C)C=CC(=CC=CC(=CC(=O)O)C)C. Cell line: HCT-15. Synergy scores: CSS=6.31, Synergy_ZIP=1.73, Synergy_Bliss=3.24, Synergy_Loewe=0.595, Synergy_HSA=1.78. (8) Drug 1: C1CCC(CC1)NC(=O)N(CCCl)N=O. Drug 2: CC1=C(N=C(N=C1N)C(CC(=O)N)NCC(C(=O)N)N)C(=O)NC(C(C2=CN=CN2)OC3C(C(C(C(O3)CO)O)O)OC4C(C(C(C(O4)CO)O)OC(=O)N)O)C(=O)NC(C)C(C(C)C(=O)NC(C(C)O)C(=O)NCCC5=NC(=CS5)C6=NC(=CS6)C(=O)NCCC[S+](C)C)O. Cell line: HT29. Synergy scores: CSS=25.2, Synergy_ZIP=-3.56, Synergy_Bliss=8.55, Synergy_Loewe=4.66, Synergy_HSA=5.38. (9) Drug 1: CC1OCC2C(O1)C(C(C(O2)OC3C4COC(=O)C4C(C5=CC6=C(C=C35)OCO6)C7=CC(=C(C(=C7)OC)O)OC)O)O. Drug 2: C1=CC(=CC=C1CCCC(=O)O)N(CCCl)CCCl. Cell line: U251. Synergy scores: CSS=66.5, Synergy_ZIP=-3.23, Synergy_Bliss=-1.90, Synergy_Loewe=-3.17, Synergy_HSA=4.65. (10) Drug 1: C1CCN(CC1)CCOC2=CC=C(C=C2)C(=O)C3=C(SC4=C3C=CC(=C4)O)C5=CC=C(C=C5)O. Drug 2: C1CNP(=O)(OC1)N(CCCl)CCCl. Cell line: UACC-257. Synergy scores: CSS=1.38, Synergy_ZIP=-0.103, Synergy_Bliss=-0.860, Synergy_Loewe=-0.727, Synergy_HSA=-1.38.